From a dataset of Peptide-MHC class II binding affinity with 134,281 pairs from IEDB. Regression. Given a peptide amino acid sequence and an MHC pseudo amino acid sequence, predict their binding affinity value. This is MHC class II binding data. (1) The peptide sequence is AFKDAATAANAAPAN. The MHC is DRB1_0901 with pseudo-sequence DRB1_0901. The binding affinity (normalized) is 0.203. (2) The peptide sequence is VPQLQPQNPSQQQPQ. The MHC is HLA-DQA10301-DQB10302 with pseudo-sequence HLA-DQA10301-DQB10302. The binding affinity (normalized) is 0. (3) The peptide sequence is LLKEFTVSGNILTIRLTAA. The MHC is HLA-DPA10301-DPB10402 with pseudo-sequence HLA-DPA10301-DPB10402. The binding affinity (normalized) is 0.899. (4) The peptide sequence is SELYLYKVVKIEPLGVAP. The MHC is HLA-DQA10104-DQB10503 with pseudo-sequence HLA-DQA10104-DQB10503. The binding affinity (normalized) is 0.334.